Dataset: Catalyst prediction with 721,799 reactions and 888 catalyst types from USPTO. Task: Predict which catalyst facilitates the given reaction. (1) Reactant: [Cl:1][C:2]1[CH:3]=[C:4]2[C:8](=[CH:9][CH:10]=1)[N:7]([C:11]1[N:15]([CH3:16])[N:14]=[C:13]([CH3:17])[C:12]=1[CH2:18][CH2:19][CH:20](O)[C:21]([O:23][CH2:24][CH3:25])=[O:22])[CH:6]=[CH:5]2.S(Cl)([Cl:29])=O. Product: [Cl:29][CH:20]([CH2:19][CH2:18][C:12]1[C:13]([CH3:17])=[N:14][N:15]([CH3:16])[C:11]=1[N:7]1[C:8]2[C:4](=[CH:3][C:2]([Cl:1])=[CH:10][CH:9]=2)[CH:5]=[CH:6]1)[C:21]([O:23][CH2:24][CH3:25])=[O:22]. The catalyst class is: 7. (2) Reactant: [N:1]12[CH2:8][CH2:7][CH:4]([CH2:5][CH2:6]1)[C:3](=[O:9])[CH2:2]2.P([O-])([O-])([O-])=O.[K+].[K+].[K+].C([O-])([O-])=O.[K+].[K+]. The catalyst class is: 41. Product: [N:1]12[CH2:8][CH2:7][CH:4]([CH2:5][CH2:6]1)[CH:3]([OH:9])[CH2:2]2. (3) Product: [F:51][CH:49]([F:50])[C:30]1[CH:29]=[C:28]([C:11]2[CH:12]=[CH:13][C:8]([C:6]([N:1]3[CH2:5][CH2:4][CH2:3][CH2:2]3)=[O:7])=[CH:9][CH:10]=2)[N:33]=[C:32]2[N:34]([CH:43]3[CH2:48][CH2:47][CH2:46][CH2:45][O:44]3)[N:35]=[C:36]([C:37]3[CH:42]=[CH:41][CH:40]=[CH:39][CH:38]=3)[C:31]=12. Reactant: [N:1]1([C:6]([C:8]2[CH:13]=[CH:12][C:11](B(O)O)=[CH:10][CH:9]=2)=[O:7])[CH2:5][CH2:4][CH2:3][CH2:2]1.O.O.P([O-])([O-])([O-])=O.[K+].[K+].[K+].Cl[C:28]1[N:33]=[C:32]2[N:34]([CH:43]3[CH2:48][CH2:47][CH2:46][CH2:45][O:44]3)[N:35]=[C:36]([C:37]3[CH:42]=[CH:41][CH:40]=[CH:39][CH:38]=3)[C:31]2=[C:30]([CH:49]([F:51])[F:50])[CH:29]=1. The catalyst class is: 108. (4) Reactant: [F:1][C:2]([F:27])([F:26])[C:3]1[CH:4]=[C:5]([C:13]2[N:17]=[CH:16][N:15](/[CH:18]=[CH:19]\[C:20]([O:22]C(C)C)=[O:21])[N:14]=2)[CH:6]=[C:7]([C:9]([F:12])([F:11])[F:10])[CH:8]=1.[Li+].[OH-].Cl. Product: [F:27][C:2]([F:1])([F:26])[C:3]1[CH:4]=[C:5]([C:13]2[N:17]=[CH:16][N:15](/[CH:18]=[CH:19]\[C:20]([OH:22])=[O:21])[N:14]=2)[CH:6]=[C:7]([C:9]([F:10])([F:11])[F:12])[CH:8]=1. The catalyst class is: 20. (5) Reactant: [O:1]=[C:2]1[N:6]([C:7]2[CH:8]=[CH:9][C:10]3[C:16](=O)[CH:15]([C:18](=O)[CH2:19][CH3:20])[CH2:14][CH2:13][O:12][C:11]=3[CH:22]=2)[CH2:5][C@H:4]([CH2:23][NH:24][C:25](=[O:27])[CH3:26])[O:3]1.Cl.[NH2:29][NH2:30].C(=O)(O)[O-].[Na+]. Product: [CH2:19]([C:18]1[C:15]2[CH2:14][CH2:13][O:12][C:11]3[CH:22]=[C:7]([N:6]4[CH2:5][C@H:4]([CH2:23][NH:24][C:25](=[O:27])[CH3:26])[O:3][C:2]4=[O:1])[CH:8]=[CH:9][C:10]=3[C:16]=2[NH:30][N:29]=1)[CH3:20]. The catalyst class is: 8. (6) Reactant: [CH:1]([N:4]1[C:8]([C:9]2[N:18]=[C:17]3[N:11]([CH2:12][CH2:13][O:14][C:15]4[CH:22]=[C:21]([CH:23]5[CH2:27][CH2:26][CH2:25][NH:24]5)[CH:20]=[CH:19][C:16]=43)[CH:10]=2)=[N:7][C:6]([CH3:28])=[N:5]1)([CH3:3])[CH3:2].C(O)(=O)C.[O-:33][C:34]#[N:35].[K+].CN(C)C=O. Product: [CH:1]([N:4]1[C:8]([C:9]2[N:18]=[C:17]3[C:16]4[CH:19]=[CH:20][C:21]([C@@H:23]5[CH2:27][CH2:26][CH2:25][N:24]5[C:34]([NH2:35])=[O:33])=[CH:22][C:15]=4[O:14][CH2:13][CH2:12][N:11]3[CH:10]=2)=[N:7][C:6]([CH3:28])=[N:5]1)([CH3:3])[CH3:2]. The catalyst class is: 6. (7) Reactant: Cl.C([O:6][CH2:7][CH:8]([CH3:38])[CH2:9][O:10][NH:11][C:12]([C:14]1[C:15]([NH:29][C:30]2[CH:35]=[CH:34][C:33]([Br:36])=[CH:32][C:31]=2[F:37])=[CH:16][C:17](=[O:28])[N:18]2[C:22]=1[CH:21]1[O:23]C(C)(C)[O:25][CH:20]1[CH2:19]2)=[O:13])(C)(C)C. Product: [OH:6][CH2:7][CH:8]([CH3:38])[CH2:9][O:10][NH:11][C:12]([C:14]1[C:15]([NH:29][C:30]2[CH:35]=[CH:34][C:33]([Br:36])=[CH:32][C:31]=2[F:37])=[CH:16][C:17](=[O:28])[N:18]2[C:22]=1[CH:21]([OH:23])[CH:20]([OH:25])[CH2:19]2)=[O:13]. The catalyst class is: 5. (8) Reactant: [OH-].[Na+].[Cl:3][C:4]1[N:9]=[C:8]([CH:10](C(OCC)=O)[C:11]([O:13]CC)=[O:12])[CH:7]=[N:6][CH:5]=1.Cl. The catalyst class is: 6. Product: [Cl:3][C:4]1[N:9]=[C:8]([CH2:10][C:11]([OH:13])=[O:12])[CH:7]=[N:6][CH:5]=1. (9) Reactant: [F:1][C:2]1[CH:3]=[CH:4][C:5]([O:32]C)=[C:6]([C:8]([CH3:31])([CH3:30])[CH2:9][C:10]([C:26]([F:29])([F:28])[F:27])([OH:25])[CH2:11][NH:12][C:13]2[CH:22]=[CH:21][CH:20]=[C:19]3[C:14]=2[CH:15]=[CH:16][C:17]([O:23][CH3:24])=[N:18]3)[CH:7]=1.B(Br)(Br)Br.C(Cl)Cl.C([O-])(O)=O.[Na+]. Product: [F:1][C:2]1[CH:3]=[CH:4][C:5]([OH:32])=[C:6]([C:8]([CH3:30])([CH3:31])[CH2:9][C:10]([C:26]([F:27])([F:28])[F:29])([OH:25])[CH2:11][NH:12][C:13]2[CH:22]=[CH:21][CH:20]=[C:19]3[C:14]=2[CH:15]=[CH:16][C:17]([O:23][CH3:24])=[N:18]3)[CH:7]=1. The catalyst class is: 2.